This data is from Full USPTO retrosynthesis dataset with 1.9M reactions from patents (1976-2016). The task is: Predict the reactants needed to synthesize the given product. Given the product [NH2:1][CH:4]1[N:8]([C:9]2[CH:14]=[CH:13][N:12]=[CH:11][CH:10]=2)[CH:7]=[CH:6][NH:5]1, predict the reactants needed to synthesize it. The reactants are: [N+:1]([CH:4]1[N:8]([C:9]2[CH:14]=[CH:13][N:12]=[CH:11][CH:10]=2)[CH:7]=[CH:6][NH:5]1)([O-])=O.